Dataset: Full USPTO retrosynthesis dataset with 1.9M reactions from patents (1976-2016). Task: Predict the reactants needed to synthesize the given product. The reactants are: Br[C:2]1[CH:7]=[C:6]([CH2:8][CH3:9])[CH:5]=[CH:4][C:3]=1[OH:10].[N:11]1[CH:16]=[CH:15][CH:14]=[C:13](B(O)O)[CH:12]=1.C(=O)([O-])[O-].[Na+].[Na+]. Given the product [CH2:8]([C:6]1[CH:5]=[CH:4][C:3]([OH:10])=[C:2]([C:13]2[CH:12]=[N:11][CH:16]=[CH:15][CH:14]=2)[CH:7]=1)[CH3:9], predict the reactants needed to synthesize it.